From a dataset of Peptide-MHC class II binding affinity with 134,281 pairs from IEDB. Regression. Given a peptide amino acid sequence and an MHC pseudo amino acid sequence, predict their binding affinity value. This is MHC class II binding data. (1) The peptide sequence is KNLTGLVSAGPKAKS. The MHC is DRB1_0404 with pseudo-sequence DRB1_0404. The binding affinity (normalized) is 0.651. (2) The MHC is HLA-DQA10102-DQB10602 with pseudo-sequence HLA-DQA10102-DQB10602. The binding affinity (normalized) is 0.410. The peptide sequence is SGMAEATSLDTMTQM. (3) The peptide sequence is YNTDGSTDYGILQINSR. The MHC is H-2-IEk with pseudo-sequence H-2-IEk. The binding affinity (normalized) is 0.0687. (4) The peptide sequence is NLCCSQWGWCGSTDE. The MHC is DRB4_0101 with pseudo-sequence DRB4_0103. The binding affinity (normalized) is 0.300.